Dataset: Catalyst prediction with 721,799 reactions and 888 catalyst types from USPTO. Task: Predict which catalyst facilitates the given reaction. (1) Reactant: [F:1][C:2]1[C:7]([NH:8][CH2:9][C:10]2[CH:15]=[C:14]([C:16]3[CH:21]=[CH:20][CH:19]=[C:18]([F:22])[CH:17]=3)[CH:13]=[C:12]([F:23])[CH:11]=2)=[C:6]([F:24])[CH:5]=[CH:4][C:3]=1[OH:25].C([O-])([O-])=O.[Cs+].[Cs+].Br[CH2:33][C:34]([O:36][CH2:37][CH3:38])=[O:35].O. Product: [F:1][C:2]1[C:7]([NH:8][CH2:9][C:10]2[CH:15]=[C:14]([C:16]3[CH:21]=[CH:20][CH:19]=[C:18]([F:22])[CH:17]=3)[CH:13]=[C:12]([F:23])[CH:11]=2)=[C:6]([F:24])[CH:5]=[CH:4][C:3]=1[O:25][CH2:33][C:34]([O:36][CH2:37][CH3:38])=[O:35]. The catalyst class is: 21. (2) Reactant: [Mg].Br[C:3]1[CH:8]=[CH:7][CH:6]=[CH:5][C:4]=1[C:9]1[CH:14]=[CH:13][CH:12]=[CH:11][CH:10]=1.[Br:15][C:16]1[CH:28]=[CH:27][C:26]2[C:25]3[C:20](=[CH:21][C:22]([Br:29])=[CH:23][CH:24]=3)[C:19](=[O:30])[C:18]=2[CH:17]=1. Product: [C:4]1([C:9]2[CH:14]=[CH:13][CH:12]=[CH:11][CH:10]=2)[CH:5]=[CH:6][CH:7]=[CH:8][C:3]=1[C:19]1([OH:30])[C:18]2[CH:17]=[C:16]([Br:15])[CH:28]=[CH:27][C:26]=2[C:25]2[C:20]1=[CH:21][C:22]([Br:29])=[CH:23][CH:24]=2. The catalyst class is: 27. (3) Reactant: [NH2:1][CH2:2][CH2:3][CH2:4][C@@H:5]([CH2:9][C:10]1[N:11]=[CH:12][N:13]2[C:22]3[C:17](=[CH:18][CH:19]=[CH:20][CH:21]=3)[CH2:16][CH2:15][C:14]=12)[C:6]([OH:8])=[O:7].[C:23]([O:27][CH:28]([O:30][C:31](OC1C=CC([N+]([O-])=O)=CC=1)=[O:32])[CH3:29])(=[O:26])[CH2:24][CH3:25]. Product: [CH:12]1[N:13]2[C:22]3[C:17]([CH2:16][CH2:15][C:14]2=[C:10]([CH2:9][C@H:5]([CH2:4][CH2:3][CH2:2][NH:1][C:31]([O:30][CH:28]([O:27][C:23](=[O:26])[CH2:24][CH3:25])[CH3:29])=[O:32])[C:6]([OH:8])=[O:7])[N:11]=1)=[CH:18][CH:19]=[CH:20][CH:21]=3. The catalyst class is: 391.